Dataset: Full USPTO retrosynthesis dataset with 1.9M reactions from patents (1976-2016). Task: Predict the reactants needed to synthesize the given product. The reactants are: [F:1][C:2]([F:18])([F:17])[CH2:3][NH:4][C:5]1[CH:12]=[CH:11][C:8]([C:9]#[N:10])=[C:7]([C:13]([F:16])([F:15])[F:14])[CH:6]=1.Br[CH:20]([CH2:28][CH3:29])[C:21]([O:23][C:24]([CH3:27])([CH3:26])[CH3:25])=[O:22]. Given the product [C:9]([C:8]1[CH:11]=[CH:12][C:5]([N:4]([CH2:3][C:2]([F:17])([F:18])[F:1])[CH:20]([CH2:28][CH3:29])[C:21]([O:23][C:24]([CH3:27])([CH3:26])[CH3:25])=[O:22])=[CH:6][C:7]=1[C:13]([F:16])([F:14])[F:15])#[N:10], predict the reactants needed to synthesize it.